This data is from Peptide-MHC class II binding affinity with 134,281 pairs from IEDB. The task is: Regression. Given a peptide amino acid sequence and an MHC pseudo amino acid sequence, predict their binding affinity value. This is MHC class II binding data. The peptide sequence is YKKLRTSSFALNLPT. The MHC is HLA-DPA10201-DPB10501 with pseudo-sequence HLA-DPA10201-DPB10501. The binding affinity (normalized) is 0.501.